From a dataset of Forward reaction prediction with 1.9M reactions from USPTO patents (1976-2016). Predict the product of the given reaction. (1) Given the reactants [NH:1]1[C:5]2=[N:6][CH:7]=[CH:8][CH:9]=[C:4]2[C:3]([C:10]([OH:12])=[O:11])=[N:2]1.[Br:13][C:14]1[CH:15]=[N:16][CH:17]=[C:18](F)[CH:19]=1, predict the reaction product. The product is: [Br:13][C:14]1[CH:19]=[C:18]([N:1]2[C:5]3=[N:6][CH:7]=[CH:8][CH:9]=[C:4]3[C:3]([C:10]([OH:12])=[O:11])=[N:2]2)[CH:17]=[N:16][CH:15]=1. (2) Given the reactants [Cl:1][C:2]1[CH:9]=[C:8]([OH:10])[CH:7]=[C:6]([F:11])[C:3]=1[CH:4]=O.Cl.[NH2:13]O.C([O-])=O.[Na+], predict the reaction product. The product is: [Cl:1][C:2]1[CH:9]=[C:8]([OH:10])[CH:7]=[C:6]([F:11])[C:3]=1[C:4]#[N:13]. (3) The product is: [CH2:1]([O:8][C:9]([NH:11][C:12]12[CH2:17][CH2:16][C:15]([CH2:20][OH:21])([CH2:18][CH2:19]1)[CH2:14][CH2:13]2)=[O:10])[C:2]1[CH:7]=[CH:6][CH:5]=[CH:4][CH:3]=1. Given the reactants [CH2:1]([O:8][C:9]([NH:11][C:12]12[CH2:19][CH2:18][C:15]([C:20](O)=[O:21])([CH2:16][CH2:17]1)[CH2:14][CH2:13]2)=[O:10])[C:2]1[CH:7]=[CH:6][CH:5]=[CH:4][CH:3]=1.CN1CCOCC1.C(Cl)(=O)OCC.[BH4-].[Na+], predict the reaction product. (4) Given the reactants [NH2:1][C:2]1[N:6]([C:7]2[CH:12]=[CH:11][C:10]([C:13]3[CH:18]=[CH:17][C:16]([C:19]4([C:22](OC)=[O:23])[CH2:21][CH2:20]4)=[CH:15][CH:14]=3)=[CH:9][CH:8]=2)[CH:5]=[N:4][N:3]=1.[Li+].C[Si]([N-][Si](C)(C)C)(C)C.N1([C:41]([O:43][C@@H:44]([C:46]2[CH:51]=[CH:50][CH:49]=[CH:48][CH:47]=2)[CH3:45])=[O:42])C=CN=C1.C1C[O:55]CC1, predict the reaction product. The product is: [C:46]1([C@H:44]([O:43][C:41]([NH:1][C:2]2[N:6]([C:7]3[CH:8]=[CH:9][C:10]([C:13]4[CH:18]=[CH:17][C:16]([C:19]5([C:22]([OH:23])=[O:55])[CH2:21][CH2:20]5)=[CH:15][CH:14]=4)=[CH:11][CH:12]=3)[CH:5]=[N:4][N:3]=2)=[O:42])[CH3:45])[CH:51]=[CH:50][CH:49]=[CH:48][CH:47]=1.